From a dataset of Catalyst prediction with 721,799 reactions and 888 catalyst types from USPTO. Predict which catalyst facilitates the given reaction. (1) Reactant: [Br:1][C:2]1[CH:3]=[C:4]2[C:9](=[CH:10][CH:11]=1)[NH:8][C:7](=[O:12])[CH2:6][CH2:5]2.[C:13](=O)([O-])[O-].[K+].[K+].CI. Product: [Br:1][C:2]1[CH:3]=[C:4]2[C:9](=[CH:10][CH:11]=1)[N:8]([CH3:13])[C:7](=[O:12])[CH2:6][CH2:5]2. The catalyst class is: 21. (2) Product: [Cl-:36].[F:1][C:2]1[CH:3]=[CH:4][C:5]([CH2:6][C@H:7]2[C@H:15]([CH3:16])[O:14][C:13](=[O:17])[C@@H:12]([NH3+:18])[CH2:11][CH2:10][O:9][C@@H:8]2[CH2:26][CH2:27][C:28]2[CH:33]=[CH:32][CH:31]=[CH:30][CH:29]=2)=[CH:34][CH:35]=1. Reactant: [F:1][C:2]1[CH:35]=[CH:34][C:5]([CH2:6][C@H:7]2[C@H:15]([CH3:16])[O:14][C:13](=[O:17])[C@@H:12]([NH:18]C(=O)OC(C)(C)C)[CH2:11][CH2:10][O:9][C@@H:8]2[CH2:26][CH2:27][C:28]2[CH:33]=[CH:32][CH:31]=[CH:30][CH:29]=2)=[CH:4][CH:3]=1.[ClH:36].O1CCOCC1. The catalyst class is: 2. (3) Reactant: Cl.C(OC([NH:9][C@H:10]([C:31]([O:33][CH3:34])=[O:32])[CH2:11][C:12]1[CH:17]=[CH:16][C:15]([O:18][CH:19]2[CH2:24][CH2:23][N:22]([C:25]3[CH:30]=[CH:29][CH:28]=[CH:27][CH:26]=3)[CH2:21][CH2:20]2)=[CH:14][CH:13]=1)=O)(C)(C)C. Product: [C:25]1([N:22]2[CH2:23][CH2:24][CH:19]([O:18][C:15]3[CH:14]=[CH:13][C:12]([CH2:11][C@@H:10]([C:31]([O:33][CH3:34])=[O:32])[NH2:9])=[CH:17][CH:16]=3)[CH2:20][CH2:21]2)[CH:30]=[CH:29][CH:28]=[CH:27][CH:26]=1. The catalyst class is: 5.